Task: Predict the reactants needed to synthesize the given product.. Dataset: Full USPTO retrosynthesis dataset with 1.9M reactions from patents (1976-2016) The reactants are: [C:1]([O:5][C:6]([N:8]1[CH2:12][CH2:11][C@H:10]([C:13]2[CH:18]=[CH:17][CH:16]=[CH:15][CH:14]=2)[C@@H:9]1[C:19](O)=[O:20])=[O:7])([CH3:4])([CH3:3])[CH3:2].C1COCC1.B.C1COCC1. Given the product [OH:20][CH2:19][C@H:9]1[C@@H:10]([C:13]2[CH:14]=[CH:15][CH:16]=[CH:17][CH:18]=2)[CH2:11][CH2:12][N:8]1[C:6]([O:5][C:1]([CH3:4])([CH3:3])[CH3:2])=[O:7], predict the reactants needed to synthesize it.